Regression/Classification. Given a drug SMILES string, predict its absorption, distribution, metabolism, or excretion properties. Task type varies by dataset: regression for continuous measurements (e.g., permeability, clearance, half-life) or binary classification for categorical outcomes (e.g., BBB penetration, CYP inhibition). Dataset: cyp2d6_veith. From a dataset of CYP2D6 inhibition data for predicting drug metabolism from PubChem BioAssay. (1) The drug is CN1CCCC2(CCN(C(=O)c3cc(C(F)(F)F)cc(C(F)(F)F)c3)CC2)C1. The result is 0 (non-inhibitor). (2) The molecule is COc1ncc2ncc(=O)n(C)c2n1. The result is 0 (non-inhibitor). (3) The molecule is Cc1cc(C)c(S(=O)(=O)n2ccc(-c3ccc(OCCN(C)c4ccccn4)cc3)n2)c(C)c1. The result is 0 (non-inhibitor). (4) The drug is COc1ccc(CNc2ccnc(-c3cccnc3)n2)c(OC)c1. The result is 1 (inhibitor). (5) The drug is COc1c2ccoc2nc2c(OC)c(OC[C@H](O)C(C)(C)O)ccc12. The result is 0 (non-inhibitor). (6) The molecule is Cc1[nH]c(=O)c(C#N)c2c1CSC(C)(C)C2. The result is 0 (non-inhibitor). (7) The compound is Cc1ccc(C)c(-c2cc(C(=O)Nc3sc(C)c(C)c3C(N)=O)c3ccccc3n2)c1. The result is 0 (non-inhibitor).